Task: Regression. Given two drug SMILES strings and cell line genomic features, predict the synergy score measuring deviation from expected non-interaction effect.. Dataset: NCI-60 drug combinations with 297,098 pairs across 59 cell lines (1) Drug 1: C1C(C(OC1N2C=NC3=C(N=C(N=C32)Cl)N)CO)O. Drug 2: C1CCC(C(C1)N)N.C(=O)(C(=O)[O-])[O-].[Pt+4]. Cell line: ACHN. Synergy scores: CSS=48.7, Synergy_ZIP=0.518, Synergy_Bliss=1.24, Synergy_Loewe=-1.52, Synergy_HSA=4.36. (2) Drug 2: CC(C)CN1C=NC2=C1C3=CC=CC=C3N=C2N. Synergy scores: CSS=-2.10, Synergy_ZIP=4.34, Synergy_Bliss=8.03, Synergy_Loewe=4.31, Synergy_HSA=2.81. Drug 1: C1=CC(=CC=C1CC(C(=O)O)N)N(CCCl)CCCl.Cl. Cell line: NCI-H322M. (3) Synergy scores: CSS=17.1, Synergy_ZIP=-3.03, Synergy_Bliss=0.620, Synergy_Loewe=2.09, Synergy_HSA=2.69. Cell line: SN12C. Drug 2: COCCOC1=C(C=C2C(=C1)C(=NC=N2)NC3=CC=CC(=C3)C#C)OCCOC.Cl. Drug 1: CN(CCCl)CCCl.Cl. (4) Drug 1: CS(=O)(=O)CCNCC1=CC=C(O1)C2=CC3=C(C=C2)N=CN=C3NC4=CC(=C(C=C4)OCC5=CC(=CC=C5)F)Cl. Drug 2: CC(C)(C#N)C1=CC=C(C=C1)N2C3=C4C=C(C=CC4=NC=C3N(C2=O)C)C5=CC6=CC=CC=C6N=C5. Cell line: HCT116. Synergy scores: CSS=37.3, Synergy_ZIP=-5.98, Synergy_Bliss=-5.64, Synergy_Loewe=-9.14, Synergy_HSA=-1.51. (5) Drug 1: C1C(C(OC1N2C=C(C(=O)NC2=O)F)CO)O. Drug 2: COCCOC1=C(C=C2C(=C1)C(=NC=N2)NC3=CC=CC(=C3)C#C)OCCOC.Cl. Synergy scores: CSS=32.8, Synergy_ZIP=-11.8, Synergy_Bliss=-8.55, Synergy_Loewe=-7.21, Synergy_HSA=0.402. Cell line: A498. (6) Drug 2: C1=C(C(=O)NC(=O)N1)F. Drug 1: C1=C(C(=O)NC(=O)N1)N(CCCl)CCCl. Cell line: HOP-62. Synergy scores: CSS=40.1, Synergy_ZIP=-1.97, Synergy_Bliss=-3.24, Synergy_Loewe=-3.90, Synergy_HSA=-1.03.